From a dataset of Peptide-MHC class I binding affinity with 185,985 pairs from IEDB/IMGT. Regression. Given a peptide amino acid sequence and an MHC pseudo amino acid sequence, predict their binding affinity value. This is MHC class I binding data. (1) The peptide sequence is LVKSSFVKK. The MHC is HLA-A30:01 with pseudo-sequence HLA-A30:01. The binding affinity (normalized) is 0.841. (2) The peptide sequence is GLSPTVWLSV. The MHC is HLA-A02:02 with pseudo-sequence HLA-A02:02. The binding affinity (normalized) is 0.731. (3) The peptide sequence is LYRIDGAHL. The MHC is HLA-A23:01 with pseudo-sequence HLA-A23:01. The binding affinity (normalized) is 0.0456. (4) The peptide sequence is QQSKNSKF. The MHC is Mamu-A07 with pseudo-sequence Mamu-A07. The binding affinity (normalized) is 0.0272. (5) The peptide sequence is TQLPSKPHY. The MHC is HLA-A26:01 with pseudo-sequence HLA-A26:01. The binding affinity (normalized) is 0.0847.